From a dataset of Forward reaction prediction with 1.9M reactions from USPTO patents (1976-2016). Predict the product of the given reaction. (1) Given the reactants [Cl:1][C:2]1[CH:7]=[CH:6][C:5]([C:8]2([C:20]([N:22]3[CH2:27][CH2:26][N:25]([C:28]4[C:29]5[C@H:36]([CH3:37])[CH2:35][CH2:34][C:30]=5[N:31]=[CH:32][N:33]=4)[CH2:24][CH2:23]3)=[O:21])[CH2:12][CH2:11][N:10](C(OC(C)(C)C)=O)[CH2:9]2)=[CH:4][CH:3]=1.[ClH:38], predict the reaction product. The product is: [ClH:1].[ClH:38].[Cl:1][C:2]1[CH:7]=[CH:6][C:5]([C:8]2([C:20]([N:22]3[CH2:23][CH2:24][N:25]([C:28]4[C:29]5[C@H:36]([CH3:37])[CH2:35][CH2:34][C:30]=5[N:31]=[CH:32][N:33]=4)[CH2:26][CH2:27]3)=[O:21])[CH2:12][CH2:11][NH:10][CH2:9]2)=[CH:4][CH:3]=1. (2) The product is: [CH3:1][C:2]1[CH:6]=[C:5]([CH3:7])[N:4]([CH2:8][C:9]([O:11][CH2:12][C:13]2[CH:18]=[CH:17][CH:16]=[CH:15][CH:14]=2)=[O:10])[N:3]=1. Given the reactants [CH3:1][C:2]1[CH:6]=[C:5]([CH3:7])[N:4]([CH2:8][C:9]([OH:11])=[O:10])[N:3]=1.[CH2:12](O)[C:13]1[CH:18]=[CH:17][CH:16]=[CH:15][CH:14]=1.C1CCC(N=C=NC2CCCCC2)CC1, predict the reaction product. (3) Given the reactants [N+:1]([C:4]1[CH:5]=[C:6]([CH:11]=[CH:12][C:13]=1[O:14][CH2:15][C:16]1([CH3:21])[CH2:20][CH2:19][CH2:18][NH:17]1)[C:7]([O:9][CH3:10])=[O:8])([O-:3])=[O:2].[CH3:22][O:23][C:24]1[CH:25]=[C:26]([CH2:41][C:42](O)=[O:43])[CH:27]=[CH:28][C:29]=1[NH:30][C:31]([NH:33][C:34]1[CH:39]=[CH:38][CH:37]=[CH:36][C:35]=1[CH3:40])=[O:32].C1C=CC2N(O)N=NC=2C=1.C(Cl)CCl, predict the reaction product. The product is: [CH3:22][O:23][C:24]1[CH:25]=[C:26]([CH2:41][C:42]([N:17]2[CH2:18][CH2:19][CH2:20][C:16]2([CH2:15][O:14][C:13]2[CH:12]=[CH:11][C:6]([C:7]([O:9][CH3:10])=[O:8])=[CH:5][C:4]=2[N+:1]([O-:3])=[O:2])[CH3:21])=[O:43])[CH:27]=[CH:28][C:29]=1[NH:30][C:31]([NH:33][C:34]1[CH:39]=[CH:38][CH:37]=[CH:36][C:35]=1[CH3:40])=[O:32].